Dataset: Catalyst prediction with 721,799 reactions and 888 catalyst types from USPTO. Task: Predict which catalyst facilitates the given reaction. (1) Reactant: C([Li])CCC.Br[C:7]1[CH:12]=[C:11]([CH3:13])[N:10]=[C:9]([CH:14]([F:16])[F:15])[CH:8]=1.[Br:17][C:18]1[CH:19]=[C:20]([C:24]([C:32]2[C:33]([C:38]#[N:39])=[N:34][CH:35]=[CH:36][CH:37]=2)=[N:25]S(C(C)(C)C)=O)[CH:21]=[CH:22][CH:23]=1.Cl.C(OCC)C. Product: [Br:17][C:18]1[CH:19]=[C:20]([C:24]2([C:7]3[CH:12]=[C:11]([CH3:13])[N:10]=[C:9]([CH:14]([F:16])[F:15])[CH:8]=3)[C:32]3[C:33](=[N:34][CH:35]=[CH:36][CH:37]=3)[C:38]([NH2:39])=[N:25]2)[CH:21]=[CH:22][CH:23]=1. The catalyst class is: 36. (2) Reactant: Br[C:2]1[C:10]2[O:9][CH2:8][CH:7]([C:11]3[CH:16]=[CH:15][C:14]([CH:17]([CH3:19])[CH3:18])=[CH:13][CH:12]=3)[C:6]=2[C:5]([CH3:20])=[C:4]([NH:21][C:22](=[O:28])[CH2:23][C:24]([CH3:27])([CH3:26])[CH3:25])[C:3]=1[CH3:29].[CH3:30][O:31][C:32]1[CH:33]=[C:34](B(O)O)[CH:35]=[CH:36][CH:37]=1. Product: [CH:17]([C:14]1[CH:13]=[CH:12][C:11]([CH:7]2[C:6]3[C:5]([CH3:20])=[C:4]([NH:21][C:22](=[O:28])[CH2:23][C:24]([CH3:27])([CH3:26])[CH3:25])[C:3]([CH3:29])=[C:2]([C:36]4[CH:35]=[CH:34][CH:33]=[C:32]([O:31][CH3:30])[CH:37]=4)[C:10]=3[O:9][CH2:8]2)=[CH:16][CH:15]=1)([CH3:18])[CH3:19]. The catalyst class is: 195. (3) Reactant: [Br:1][C:2]1[CH:3]=[C:4]([C:10]([O:12][CH3:13])=[O:11])[NH:5][C:6]=1[CH:7]([CH3:9])[CH3:8].[CH3:14][C:15]([O:18][C:19](O[C:19]([O:18][C:15]([CH3:17])([CH3:16])[CH3:14])=[O:20])=[O:20])([CH3:17])[CH3:16]. Product: [Br:1][C:2]1[CH:3]=[C:4]([C:10]([O:12][CH3:13])=[O:11])[N:5]([C:19]([O:18][C:15]([CH3:17])([CH3:16])[CH3:14])=[O:20])[C:6]=1[CH:7]([CH3:9])[CH3:8]. The catalyst class is: 230. (4) Reactant: [Br:1][C:2]1[C:3]([OH:11])=[CH:4][C:5]([Cl:10])=[C:6]([CH:9]=1)[C:7]#[N:8].[C:12](=O)([O-])[O-].[Cs+].[Cs+].CI. Product: [Br:1][C:2]1[C:3]([O:11][CH3:12])=[CH:4][C:5]([Cl:10])=[C:6]([CH:9]=1)[C:7]#[N:8]. The catalyst class is: 3. (5) Reactant: C(=O)([O-])[O-].[Na+].[Na+].[F:7][C:8]1[C:13]([F:14])=[C:12]([F:15])[CH:11]=[CH:10][C:9]=1[OH:16].[CH2:17](Br)[C:18]1[CH:23]=[CH:22][CH:21]=[CH:20][CH:19]=1. Product: [CH2:17]([O:16][C:9]1[CH:10]=[CH:11][C:12]([F:15])=[C:13]([F:14])[C:8]=1[F:7])[C:18]1[CH:23]=[CH:22][CH:21]=[CH:20][CH:19]=1. The catalyst class is: 21. (6) Reactant: [Br:1][C:2]1[CH:24]=[C:23]([CH3:25])[C:22]([C:26]([F:29])([F:28])[F:27])=[CH:21][C:3]=1[CH2:4][NH:5][CH2:6][C:7]1[CH:12]=[C:11]([C:13]([F:16])([F:15])[F:14])[CH:10]=[C:9]([C:17]([F:20])([F:19])[F:18])[CH:8]=1.C(=O)([O-])[O-].[Na+].[Na+].[N:36]#[C:37]Br. Product: [Br:1][C:2]1[CH:24]=[C:23]([CH3:25])[C:22]([C:26]([F:27])([F:28])[F:29])=[CH:21][C:3]=1[CH2:4][N:5]([CH2:6][C:7]1[CH:12]=[C:11]([C:13]([F:15])([F:16])[F:14])[CH:10]=[C:9]([C:17]([F:18])([F:19])[F:20])[CH:8]=1)[C:37]#[N:36]. The catalyst class is: 5. (7) Reactant: C(NC(C)C)(C)C.[Li]CCCC.C([N:15]([CH2:26][CH3:27])[C:16](=[O:25])[C:17]1[CH:22]=[CH:21][CH:20]=[C:19]([CH3:23])[C:18]=1[CH3:24])C.[Br:28][C:29]1[CH:36]=[CH:35]C(C#N)=[CH:31][CH:30]=1. Product: [Br:28][C:29]1[CH:36]=[CH:35][C:27]([C:26]2[NH:15][C:16](=[O:25])[C:17]3[C:18]([CH:24]=2)=[C:19]([CH3:23])[CH:20]=[CH:21][CH:22]=3)=[CH:31][CH:30]=1. The catalyst class is: 1. (8) Reactant: [Cl:1][C:2]1[CH:3]=[C:4]2[C:8](=[CH:9][CH:10]=1)[NH:7][CH:6]=[C:5]2[CH:11]=O.Cl.[NH2:14]O.C([O-])(=O)C.[Na+]. Product: [Cl:1][C:2]1[CH:3]=[C:4]2[C:8](=[CH:9][CH:10]=1)[NH:7][CH:6]=[C:5]2[CH2:11][NH2:14]. The catalyst class is: 490. (9) Reactant: [CH3:1][O:2][CH:3]([O:14][CH3:15])[CH2:4][S:5]([CH2:8][CH:9]([O:12][CH3:13])[O:10][CH3:11])(=O)=O.COCCCl. Product: [CH3:1][O:2][CH:3]([O:14][CH3:15])[CH2:4][S:5][CH2:8][CH:9]([O:10][CH3:11])[O:12][CH3:13]. The catalyst class is: 568.